This data is from Forward reaction prediction with 1.9M reactions from USPTO patents (1976-2016). The task is: Predict the product of the given reaction. Given the reactants [Cl:1][C:2]1[C:3]([NH:18][C:19]2[CH:29]=[CH:28][CH:27]=[CH:26][C:20]=2[C:21]([NH:23][O:24][CH3:25])=[O:22])=[CH:4][C:5]([NH:8][C:9]2[N:13]([CH:14]([CH3:16])[CH3:15])[N:12]=[C:11]([CH3:17])[CH:10]=2)=[N:6][CH:7]=1.Cl.C(OCC)C, predict the reaction product. The product is: [ClH:1].[Cl:1][C:2]1[C:3]([NH:18][C:19]2[CH:29]=[CH:28][CH:27]=[CH:26][C:20]=2[C:21]([NH:23][O:24][CH3:25])=[O:22])=[CH:4][C:5]([NH:8][C:9]2[N:13]([CH:14]([CH3:15])[CH3:16])[N:12]=[C:11]([CH3:17])[CH:10]=2)=[N:6][CH:7]=1.